From a dataset of NCI-60 drug combinations with 297,098 pairs across 59 cell lines. Regression. Given two drug SMILES strings and cell line genomic features, predict the synergy score measuring deviation from expected non-interaction effect. (1) Drug 1: C1=CC(=C2C(=C1NCCNCCO)C(=O)C3=C(C=CC(=C3C2=O)O)O)NCCNCCO. Drug 2: CC1OCC2C(O1)C(C(C(O2)OC3C4COC(=O)C4C(C5=CC6=C(C=C35)OCO6)C7=CC(=C(C(=C7)OC)O)OC)O)O. Cell line: BT-549. Synergy scores: CSS=56.5, Synergy_ZIP=6.35, Synergy_Bliss=6.29, Synergy_Loewe=10.5, Synergy_HSA=12.9. (2) Drug 1: CS(=O)(=O)CCNCC1=CC=C(O1)C2=CC3=C(C=C2)N=CN=C3NC4=CC(=C(C=C4)OCC5=CC(=CC=C5)F)Cl. Drug 2: CC1C(C(CC(O1)OC2CC(OC(C2O)C)OC3=CC4=CC5=C(C(=O)C(C(C5)C(C(=O)C(C(C)O)O)OC)OC6CC(C(C(O6)C)O)OC7CC(C(C(O7)C)O)OC8CC(C(C(O8)C)O)(C)O)C(=C4C(=C3C)O)O)O)O. Cell line: SK-MEL-2. Synergy scores: CSS=5.32, Synergy_ZIP=2.70, Synergy_Bliss=4.72, Synergy_Loewe=-34.0, Synergy_HSA=0.0222. (3) Drug 2: CN(CCCl)CCCl.Cl. Drug 1: CC1=C(C=C(C=C1)C(=O)NC2=CC(=CC(=C2)C(F)(F)F)N3C=C(N=C3)C)NC4=NC=CC(=N4)C5=CN=CC=C5. Cell line: NCI-H460. Synergy scores: CSS=49.7, Synergy_ZIP=2.33, Synergy_Bliss=-0.595, Synergy_Loewe=-3.88, Synergy_HSA=0.709.